From a dataset of M1 muscarinic receptor antagonist screen with 61,756 compounds. Binary Classification. Given a drug SMILES string, predict its activity (active/inactive) in a high-throughput screening assay against a specified biological target. (1) The molecule is Clc1c(CSCC(O)=O)c(F)ccc1. The result is 0 (inactive). (2) The drug is S(=O)(=O)(N1CCOCC1)c1ccc(S(=O)(=O)Nc2cc(OC)ccc2)cc1. The result is 0 (inactive). (3) The molecule is O=c1n2c(nc3n(C(C)C)c(=N)c(cc13)C(=O)NCCc1ccccc1)cccc2. The result is 1 (active). (4) The molecule is Cl\C(=C/Cn1c2c(n(c(=O)n(c2=O)C)C)nc1NCCN(CC)CC)C. The result is 0 (inactive). (5) The compound is O(C(=O)c1ccc(NC(=O)Cn2nc(nn2)c2ccc(cc2)C)cc1)CC. The result is 0 (inactive). (6) The drug is N1(CCCCC1)c1nccc2n(cnc12)C. The result is 0 (inactive). (7) The molecule is S1c2n(N=C(C1)c1c(OC)ccc(OC)c1)c(nn2)C1CCCCC1. The result is 0 (inactive).